This data is from Catalyst prediction with 721,799 reactions and 888 catalyst types from USPTO. The task is: Predict which catalyst facilitates the given reaction. (1) Reactant: [NH2:1][C:2]1[CH:3]=[CH:4][CH:5]=[C:6]2[C:11]=1[N:10]=[CH:9][CH:8]=[CH:7]2.Br[CH:13]([C:15]1[CH:20]=[CH:19][CH:18]=[CH:17][CH:16]=1)[CH3:14]. Product: [C:15]1([CH:13]([NH:1][C:2]2[CH:3]=[CH:4][CH:5]=[C:6]3[C:11]=2[N:10]=[CH:9][CH:8]=[CH:7]3)[CH3:14])[CH:20]=[CH:19][CH:18]=[CH:17][CH:16]=1. The catalyst class is: 66. (2) Reactant: [CH:1]([C:4]1[CH:9]=[CH:8][CH:7]=[CH:6][C:5]=1[C:10]1[S:14][C:13]2[CH:15]=[C:16]([O:19]C)[CH:17]=[CH:18][C:12]=2[C:11]=1[O:21][C:22]1[CH:27]=[CH:26][C:25](/[CH:28]=[CH:29]/[C:30]([O:32][CH3:33])=[O:31])=[CH:24][CH:23]=1)([CH3:3])[CH3:2].B(Br)(Br)Br. Product: [OH:19][C:16]1[CH:17]=[CH:18][C:12]2[C:11]([O:21][C:22]3[CH:23]=[CH:24][C:25](/[CH:28]=[CH:29]/[C:30]([O:32][CH3:33])=[O:31])=[CH:26][CH:27]=3)=[C:10]([C:5]3[CH:6]=[CH:7][CH:8]=[CH:9][C:4]=3[CH:1]([CH3:2])[CH3:3])[S:14][C:13]=2[CH:15]=1. The catalyst class is: 2. (3) Reactant: [CH2:1]([O:3][C:4]1[N:5]=[CH:6][C:7]([C:10]([O:12]CC)=[O:11])=[N:8][CH:9]=1)[CH3:2].O.O.[OH-].[Li+].C([O-])(O)=O.[Na+]. Product: [CH2:1]([O:3][C:4]1[N:5]=[CH:6][C:7]([C:10]([OH:12])=[O:11])=[N:8][CH:9]=1)[CH3:2]. The catalyst class is: 472. (4) Reactant: [C:1]([O:5][C:6](=[O:18])[NH:7][C@@H:8]1[CH2:10][C@H:9]1[C:11]1[CH:16]=[CH:15][C:14]([OH:17])=[CH:13][CH:12]=1)([CH3:4])([CH3:3])[CH3:2].C([O-])([O-])=O.[K+].[K+].[Br:25][C:26]1[CH:27]=[C:28]([CH:31]=[CH:32][CH:33]=1)[CH2:29]Br. Product: [Br:25][C:26]1[CH:27]=[C:28]([CH:31]=[CH:32][CH:33]=1)[CH2:29][O:17][C:14]1[CH:15]=[CH:16][C:11]([C@@H:9]2[CH2:10][C@H:8]2[NH:7][C:6](=[O:18])[O:5][C:1]([CH3:4])([CH3:2])[CH3:3])=[CH:12][CH:13]=1. The catalyst class is: 3. (5) Reactant: [C:1]([O:6][CH3:7])(=[O:5])[C:2]([CH3:4])=[O:3].[CH:8](OC)(OC)[O:9]C.[CH3:15][O-].[Na+]. Product: [CH3:15][O:3][C:2]([O:9][CH3:8])([CH3:4])[C:1]([O:6][CH3:7])=[O:5]. The catalyst class is: 5. (6) Product: [N:16]1([C:9]([O:11][C:12]([CH3:13])([CH3:14])[CH3:15])=[O:10])[CH2:21][CH2:20][NH:19][CH2:18][CH2:17]1. The catalyst class is: 5. Reactant: [C:9](O[C:9]([O:11][C:12]([CH3:15])([CH3:14])[CH3:13])=[O:10])([O:11][C:12]([CH3:15])([CH3:14])[CH3:13])=[O:10].[NH:16]1[CH2:21][CH2:20][NH:19][CH2:18][CH2:17]1. (7) Reactant: Cl[CH:2]([C:7]1[CH:11]=[C:10]([C:12]2[CH:17]=[CH:16][CH:15]=[CH:14][CH:13]=2)[O:9][C:8]=1[CH2:18][O:19][CH3:20])[CH2:3][CH:4]([CH3:6])[CH3:5].[NH2:21][C:22]1[CH:27]=[CH:26][C:25]([C:28]([N:30]([CH3:38])[CH2:31][CH2:32][C:33]([O:35]CC)=[O:34])=[O:29])=[CH:24][CH:23]=1.C(=O)([O-])[O-].[Na+].[Na+].[I-].[Na+]. Product: [CH3:20][O:19][CH2:18][C:8]1[O:9][C:10]([C:12]2[CH:17]=[CH:16][CH:15]=[CH:14][CH:13]=2)=[CH:11][C:7]=1[CH:2]([NH:21][C:22]1[CH:23]=[CH:24][C:25]([C:28]([N:30]([CH3:38])[CH2:31][CH2:32][C:33]([OH:35])=[O:34])=[O:29])=[CH:26][CH:27]=1)[CH2:3][CH:4]([CH3:6])[CH3:5]. The catalyst class is: 395.